From a dataset of Peptide-MHC class I binding affinity with 185,985 pairs from IEDB/IMGT. Regression. Given a peptide amino acid sequence and an MHC pseudo amino acid sequence, predict their binding affinity value. This is MHC class I binding data. The peptide sequence is FLDKGTYTL. The MHC is HLA-C05:01 with pseudo-sequence HLA-C05:01. The binding affinity (normalized) is 1.00.